From a dataset of Catalyst prediction with 721,799 reactions and 888 catalyst types from USPTO. Predict which catalyst facilitates the given reaction. (1) Reactant: [N+:1]([C:4]1[CH:9]=[C:8](Cl)[CH:7]=[C:6]([N+:11]([O-])=O)[C:5]=1[O:14][CH3:15])([O-])=O.C(O)C.C([O-])(=O)C.[K+].[H][H]. Product: [NH2:1][C:4]1[CH:9]=[CH:8][CH:7]=[C:6]([NH2:11])[C:5]=1[O:14][CH3:15]. The catalyst class is: 386. (2) Reactant: [CH3:1][O:2][C:3]1[CH:4]=[CH:5][C:6]2[N:7]([N:9]=[C:10]([C:23]3[CH:28]=[CH:27][C:26]([CH3:29])=[CH:25][CH:24]=3)[C:11]=2[CH2:12][C:13]2[N:18]=[C:17]([C:19]([O:21]C)=[O:20])[CH:16]=[CH:15][CH:14]=2)[CH:8]=1.[OH-].[Na+].Cl. Product: [CH3:1][O:2][C:3]1[CH:4]=[CH:5][C:6]2[N:7]([N:9]=[C:10]([C:23]3[CH:24]=[CH:25][C:26]([CH3:29])=[CH:27][CH:28]=3)[C:11]=2[CH2:12][C:13]2[N:18]=[C:17]([C:19]([OH:21])=[O:20])[CH:16]=[CH:15][CH:14]=2)[CH:8]=1. The catalyst class is: 83. (3) Reactant: [CH2:1]([N:7]1[C:12](=O)[CH:11]2[CH:9]([C:10]2([C:17]2[CH:22]=[CH:21][CH:20]=[C:19]([N+:23]([O-:25])=[O:24])[CH:18]=2)[CH2:14][CH2:15][CH3:16])[C:8]1=O)[CH2:2][CH2:3][CH2:4][CH2:5][CH3:6].O1CCCC1.B.CO. Product: [CH2:1]([N:7]1[CH2:12][CH:11]2[CH:9]([C:10]2([C:17]2[CH:22]=[CH:21][CH:20]=[C:19]([N+:23]([O-:25])=[O:24])[CH:18]=2)[CH2:14][CH2:15][CH3:16])[CH2:8]1)[CH2:2][CH2:3][CH2:4][CH2:5][CH3:6]. The catalyst class is: 7.